From a dataset of Catalyst prediction with 721,799 reactions and 888 catalyst types from USPTO. Predict which catalyst facilitates the given reaction. (1) Reactant: [Br:1][C:2]1[CH:7]=[C:6]([CH3:8])[CH:5]=[CH:4][N:3]=1.C[Si]([N-][Si](C)(C)C)(C)C.[Na+].C[O:20][C:21](=O)[C:22]1[CH:27]=[CH:26][CH:25]=[C:24]([CH3:28])[N:23]=1.CCOCC. Product: [Br:1][C:2]1[CH:7]=[C:6]([CH2:8][C:21]([C:22]2[CH:27]=[CH:26][CH:25]=[C:24]([CH3:28])[N:23]=2)=[O:20])[CH:5]=[CH:4][N:3]=1. The catalyst class is: 1. (2) Reactant: [NH:1]1[C:5]2[CH:6]=[CH:7][CH:8]=[CH:9][C:4]=2[N:3]=[C:2]1[CH2:10][CH2:11][C:12]([O:14][CH2:15][CH3:16])=[O:13].[H-].[Na+].[CH2:19](Br)[C:20]1[CH:25]=[CH:24][CH:23]=[CH:22][CH:21]=1. Product: [CH2:19]([N:1]1[C:5]2[CH:6]=[CH:7][CH:8]=[CH:9][C:4]=2[N:3]=[C:2]1[CH2:10][CH2:11][C:12]([O:14][CH2:15][CH3:16])=[O:13])[C:20]1[CH:25]=[CH:24][CH:23]=[CH:22][CH:21]=1. The catalyst class is: 7. (3) Reactant: O1CCCC1.[Br:6][C:7]1[C:8]([NH:15][C@H:16]2[CH2:21][CH2:20][CH2:19][NH:18][CH2:17]2)=[N:9][C:10]([S:13][CH3:14])=[N:11][CH:12]=1.N1(C2CCCCCCCCCC2)CCCCCCCCCN1.[C:44]([CH2:46][C:47](OCC)=[O:48])#[N:45]. Product: [Br:6][C:7]1[C:8]([NH:15][C@H:16]2[CH2:21][CH2:20][CH2:19][N:18]([C:47](=[O:48])[CH2:46][C:44]#[N:45])[CH2:17]2)=[N:9][C:10]([S:13][CH3:14])=[N:11][CH:12]=1. The catalyst class is: 6. (4) Reactant: [I:1]N1C(=O)CCC1=O.[Cl:9][C:10]1[N:15]=[C:14]2[NH:16][N:17]=[CH:18][C:13]2=[C:12]([CH:19]([F:21])[F:20])[CH:11]=1.C(=O)([O-])O.[Na+].ClCCl. The catalyst class is: 68. Product: [Cl:9][C:10]1[N:15]=[C:14]2[NH:16][N:17]=[C:18]([I:1])[C:13]2=[C:12]([CH:19]([F:20])[F:21])[CH:11]=1. (5) Reactant: Br[C:2]1[C:3]([NH2:10])=[N:4][C:5]([CH3:9])=[C:6]([Cl:8])[CH:7]=1.[Li]CCCC.[CH3:16][S:17]SC.O. Product: [Cl:8][C:6]1[CH:7]=[C:2]([S:17][CH3:16])[C:3]([NH2:10])=[N:4][C:5]=1[CH3:9]. The catalyst class is: 7. (6) Reactant: [F:1][C:2]1[CH:7]=[CH:6][C:5]([N:8]2[CH2:13][CH:12]3[C:10]([C:14]([O:16]C)=[O:15])([CH2:11]3)[C:9]2=[O:18])=[CH:4][CH:3]=1.C1COCC1.[OH-].[Li+]. Product: [F:1][C:2]1[CH:3]=[CH:4][C:5]([N:8]2[CH2:13][CH:12]3[C:10]([C:14]([OH:16])=[O:15])([CH2:11]3)[C:9]2=[O:18])=[CH:6][CH:7]=1. The catalyst class is: 6. (7) Reactant: [C:1]([OH:8])(=[O:7])[CH2:2][CH2:3][C:4]([OH:6])=[O:5].[Cl:9][C:10]1[CH:28]=[C:27]([Cl:29])[CH:26]=[CH:25][C:11]=1[O:12][C@@H:13]([CH2:18][N:19]1[CH2:24][CH2:23][O:22][CH2:21][CH2:20]1)[CH2:14][CH2:15][NH:16][CH3:17]. Product: [C:1]([OH:8])(=[O:7])[CH2:2][CH2:3][C:4]([OH:6])=[O:5].[Cl:9][C:10]1[CH:28]=[C:27]([Cl:29])[CH:26]=[CH:25][C:11]=1[O:12][C@@H:13]([CH2:18][N:19]1[CH2:24][CH2:23][O:22][CH2:21][CH2:20]1)[CH2:14][CH2:15][NH:16][CH3:17]. The catalyst class is: 5.